This data is from Reaction yield outcomes from USPTO patents with 853,638 reactions. The task is: Predict the reaction yield, written as a fraction of the theoretical maximum amount of product (1.0 means a 100% yield; for example, 0.34 means a 34% yield). (1) The yield is 0.460. The reactants are [Mg].[C:2]([C:6]1[CH:7]=[C:8](Br)[CH:9]=[CH:10][CH:11]=1)([CH3:5])([CH3:4])[CH3:3].II.[B:15](OC)([O:18]C)[O:16]C. The product is [C:2]([C:6]1[CH:7]=[C:8]([B:15]([OH:18])[OH:16])[CH:9]=[CH:10][CH:11]=1)([CH3:5])([CH3:4])[CH3:3]. The catalyst is C1COCC1. (2) The reactants are [CH3:1][C@H:2]1[CH2:7][NH:6][CH2:5][C@@H:4]([CH3:8])[NH:3]1.C(N(CC)CC)C.[CH3:16][S:17](Cl)(=[O:19])=[O:18]. The catalyst is ClCCl. The product is [CH3:16][S:17]([N:6]1[CH2:5][C@@H:4]([CH3:8])[NH:3][C@@H:2]([CH3:1])[CH2:7]1)(=[O:19])=[O:18]. The yield is 0.810. (3) The reactants are [NH2:1][C:2]1[C:14]([Cl:15])=[CH:13][C:5]([C:6]([O:8][C:9]([CH3:12])([CH3:11])[CH3:10])=[O:7])=[C:4]([O:16][CH3:17])[CH:3]=1.[H-].[Na+].Br[CH2:21][CH2:22][CH2:23][CH2:24][CH2:25][C:26]([O:28][CH2:29][CH3:30])=[O:27].O. The catalyst is CN(C)C=O.C(OCC)(=O)C. The product is [Cl:15][C:14]1[C:2]([NH:1][CH2:21][CH2:22][CH2:23][CH2:24][CH2:25][C:26]([O:28][CH2:29][CH3:30])=[O:27])=[CH:3][C:4]([O:16][CH3:17])=[C:5]([CH:13]=1)[C:6]([O:8][C:9]([CH3:12])([CH3:11])[CH3:10])=[O:7]. The yield is 0.450. (4) The reactants are [NH2:1][C:2]1[CH:3]=[C:4]([N:9]([CH3:23])[C:10]2[N:11]=[CH:12][C:13]3[N:18]=[C:17]([NH:19][C:20](=[O:22])[CH3:21])[S:16][C:14]=3[N:15]=2)[CH:5]=[CH:6][C:7]=1[F:8].[Cl:24][C:25]1[C:33]([C:34]2([C:37]#[N:38])[CH2:36][CH2:35]2)=[CH:32][CH:31]=[CH:30][C:26]=1[C:27](O)=[O:28].F[P-](F)(F)(F)(F)F.N1(OC(N(C)C)=[N+](C)C)C2N=CC=CC=2N=N1.C(=O)([O-])O.[Na+]. The catalyst is N1C=CC=CC=1. The product is [C:20]([NH:19][C:17]1[S:16][C:14]2[N:15]=[C:10]([N:9]([CH3:23])[C:4]3[CH:5]=[CH:6][C:7]([F:8])=[C:2]([NH:1][C:27](=[O:28])[C:26]4[CH:30]=[CH:31][CH:32]=[C:33]([C:34]5([C:37]#[N:38])[CH2:35][CH2:36]5)[C:25]=4[Cl:24])[CH:3]=3)[N:11]=[CH:12][C:13]=2[N:18]=1)(=[O:22])[CH3:21]. The yield is 0.490.